This data is from Forward reaction prediction with 1.9M reactions from USPTO patents (1976-2016). The task is: Predict the product of the given reaction. (1) Given the reactants C(=O)([O-])[O-].[Cs+].[Cs+].[CH3:7][C:8]1([CH3:45])[CH2:13][N:12]([C:14]2[CH:19]=[C:18]([F:20])[CH:17]=[CH:16][C:15]=2[CH3:21])[C:11](=[O:22])[CH2:10][N:9]1[CH2:23][C@H:24]([NH:32]S(C1C=CC=CC=1[N+]([O-])=O)(=O)=O)[C@@H:25]1[CH2:29][C@@H:28]([CH3:30])[C:27](=[O:31])[O:26]1.C1(S)C=CC=CC=1.C(=O)(O)[O-].[Na+].[C:58](OC(OC(C)(C)C)=O)([O:60][C:61]([CH3:64])([CH3:63])[CH3:62])=[O:59].N[C@H]([C@@H]1C[C@@H](C)C(=O)O1)CN1C(C)(C)CN(C2C=C(F)C=CC=2C)C(=O)C1, predict the reaction product. The product is: [C:61]([O:60][C:58](=[O:59])[NH:32][C@H:24]([C@@H:25]1[CH2:29][C@@H:28]([CH3:30])[C:27](=[O:31])[O:26]1)[CH2:23][N:9]1[CH2:10][C:11](=[O:22])[N:12]([C:14]2[CH:19]=[C:18]([F:20])[CH:17]=[CH:16][C:15]=2[CH3:21])[CH2:13][C:8]1([CH3:7])[CH3:45])([CH3:64])([CH3:63])[CH3:62]. (2) Given the reactants [CH2:1]([N:5]1[C:14]2[C:9](=[CH:10][CH:11]=[C:12]([C:15]([O:17][CH3:18])=[O:16])[CH:13]=2)[NH:8][CH2:7][C:6]1=[O:19])[CH2:2][CH2:3][CH3:4].C(N(CC)CC)C.[C:27](O[C:27]([O:29][C:30]([CH3:33])([CH3:32])[CH3:31])=[O:28])([O:29][C:30]([CH3:33])([CH3:32])[CH3:31])=[O:28], predict the reaction product. The product is: [CH2:1]([N:5]1[C:14]2[C:9](=[CH:10][CH:11]=[C:12]([C:15]([O:17][CH3:18])=[O:16])[CH:13]=2)[N:8]([C:27]([O:29][C:30]([CH3:33])([CH3:32])[CH3:31])=[O:28])[CH2:7][C:6]1=[O:19])[CH2:2][CH2:3][CH3:4]. (3) Given the reactants Br[C:2]1[S:6][C:5]([C:7]([N:9]([C:11]2[CH:16]=[CH:15][CH:14]=[C:13]([O:17][CH3:18])[CH:12]=2)[CH3:10])=[O:8])=[CH:4][CH:3]=1.[CH3:19][N:20]([CH3:30])[C:21]1[CH:22]=[C:23](B(O)O)[CH:24]=[CH:25][CH:26]=1, predict the reaction product. The product is: [CH3:19][N:20]([CH3:30])[C:21]1[CH:26]=[C:25]([C:2]2[S:6][C:5]([C:7]([N:9]([C:11]3[CH:16]=[CH:15][CH:14]=[C:13]([O:17][CH3:18])[CH:12]=3)[CH3:10])=[O:8])=[CH:4][CH:3]=2)[CH:24]=[CH:23][CH:22]=1. (4) Given the reactants [CH3:1][C:2]1[N:7]=[C:6]([S:8][CH2:9][C:10]2[N:14]([CH:15]([CH3:17])[CH3:16])[CH:13]=[N:12][C:11]=2[CH3:18])[N:5]=[C:4]([OH:19])[CH:3]=1.[ClH:20].O1CCOCC1, predict the reaction product. The product is: [ClH:20].[CH3:1][C:2]1[N:7]=[C:6]([S:8][CH2:9][C:10]2[N:14]([CH:15]([CH3:16])[CH3:17])[CH:13]=[N:12][C:11]=2[CH3:18])[N:5]=[C:4]([OH:19])[CH:3]=1. (5) Given the reactants [CH2:1]1[C:9]2[C:4](=[CH:5][CH:6]=[CH:7][CH:8]=2)[CH:3]=[CH:2]1.[Li:10]CCCC, predict the reaction product. The product is: [CH:1]1([Li:10])[C:9]2[C:4](=[CH:5][CH:6]=[CH:7][CH:8]=2)[CH:3]=[CH:2]1.